The task is: Regression. Given a peptide amino acid sequence and an MHC pseudo amino acid sequence, predict their binding affinity value. This is MHC class I binding data.. This data is from Peptide-MHC class I binding affinity with 185,985 pairs from IEDB/IMGT. The peptide sequence is SQGPFDAVL. The MHC is HLA-A11:01 with pseudo-sequence HLA-A11:01. The binding affinity (normalized) is 0.